From a dataset of Reaction yield outcomes from USPTO patents with 853,638 reactions. Predict the reaction yield, written as a fraction of the theoretical maximum amount of product (1.0 means a 100% yield; for example, 0.34 means a 34% yield). (1) The reactants are [CH2:1]([O:8][C:9]1[CH:17]=[CH:16][C:12]([C:13]([OH:15])=O)=[CH:11][CH:10]=1)[C:2]1[CH:7]=[CH:6][CH:5]=[CH:4][CH:3]=1.[C:18]([O:22][C:23]([CH3:26])([CH3:25])[CH3:24])(=[O:21])[NH:19][NH2:20].Cl.CN(C)CCCN=C=NCC.O.ON1C2C=CC=CC=2N=N1. The catalyst is CN(C)C=O.CO.C(Cl)Cl.CCN(CC)CC. The product is [CH2:1]([O:8][C:9]1[CH:10]=[CH:11][C:12]([C:13]([NH:20][NH:19][C:18]([O:22][C:23]([CH3:26])([CH3:25])[CH3:24])=[O:21])=[O:15])=[CH:16][CH:17]=1)[C:2]1[CH:3]=[CH:4][CH:5]=[CH:6][CH:7]=1. The yield is 0.850. (2) The reactants are [C:1]([O:5][C:6](=[O:26])[CH2:7][C@@H:8]([CH2:14]OS(C1C=CC(C)=CC=1)(=O)=O)[C@@H:9]([CH3:13])[CH:10]([CH3:12])[CH3:11])([CH3:4])([CH3:3])[CH3:2].[N-:27]=[N+:28]=[N-:29].[Na+].O. The catalyst is CS(C)=O. The product is [C:1]([O:5][C:6](=[O:26])[CH2:7][C@@H:8]([CH2:14][N:27]=[N+:28]=[N-:29])[C@@H:9]([CH3:13])[CH:10]([CH3:12])[CH3:11])([CH3:4])([CH3:3])[CH3:2]. The yield is 0.800. (3) The reactants are C1CCN2C(=NCCC2)CC1.[C:12]([O:20][CH:21]([O:28][C:29]([NH:31][CH2:32][C:33]1([CH2:39][C:40]([O:42]CCC#N)=[O:41])[CH2:38][CH2:37][CH2:36][CH2:35][CH2:34]1)=[O:30])[C:22]1[CH:27]=[CH:26][CH:25]=[CH:24][CH:23]=1)(=[O:19])[C:13]1[CH:18]=[CH:17][CH:16]=[CH:15][CH:14]=1. No catalyst specified. The product is [C:12]([O:20][CH:21]([O:28][C:29]([NH:31][CH2:32][C:33]1([CH2:39][C:40]([OH:42])=[O:41])[CH2:34][CH2:35][CH2:36][CH2:37][CH2:38]1)=[O:30])[C:22]1[CH:27]=[CH:26][CH:25]=[CH:24][CH:23]=1)(=[O:19])[C:13]1[CH:14]=[CH:15][CH:16]=[CH:17][CH:18]=1. The yield is 0.0470. (4) The reactants are [Br:1][C:2]1[CH:3]=[C:4]([N:9]2[C:13](=[O:14])[O:12][N:11]=[C:10]2[C:15]2[C:19]([NH:20][CH2:21][CH2:22][O:23]C)=[N:18][O:17][N:16]=2)[CH:5]=[CH:6][C:7]=1[F:8].B(Br)(Br)Br.C(=O)(O)[O-].[Na+].CCCCCCC. The catalyst is ClCCl.O. The product is [Br:1][C:2]1[CH:3]=[C:4]([N:9]2[C:13](=[O:14])[O:12][N:11]=[C:10]2[C:15]2[C:19]([NH:20][CH2:21][CH2:22][OH:23])=[N:18][O:17][N:16]=2)[CH:5]=[CH:6][C:7]=1[F:8]. The yield is 0.940. (5) The reactants are O(Br)[Br:2].[P+5].CN(C)C=O.[Br:10][C:11]1[C:12]([F:20])=[CH:13][C:14]([F:19])=[C:15]([CH2:17]O)[CH:16]=1. The catalyst is ClCCl. The product is [Br:10][C:11]1[CH:16]=[C:15]([CH2:17][Br:2])[C:14]([F:19])=[CH:13][C:12]=1[F:20]. The yield is 0.800. (6) The reactants are [C:1]1([CH3:13])[CH:6]=[C:5]([CH3:7])[CH:4]=[C:3]([CH3:8])[C:2]=1[S:9](Cl)(=[O:11])=[O:10].[CH2:14]([NH2:17])[CH2:15][CH3:16].CCCCCC.CCOC(C)=O. The catalyst is C(Cl)Cl.[OH-].[Na+]. The product is [CH2:14]([NH:17][S:9]([C:2]1[C:3]([CH3:8])=[CH:4][C:5]([CH3:7])=[CH:6][C:1]=1[CH3:13])(=[O:11])=[O:10])[CH2:15][CH3:16]. The yield is 0.850. (7) The reactants are [C:1]([C:3]1([O:8][Si:9]([CH3:12])([CH3:11])[CH3:10])[CH2:7][CH2:6][CH2:5][CH2:4]1)#[CH:2].[Li]CCCC.CON(C)[C:21](=[O:28])[C:22]1[CH:27]=[CH:26][N:25]=[CH:24][CH:23]=1. The catalyst is C1COCC1. The product is [N:25]1[CH:26]=[CH:27][C:22]([C:21](=[O:28])[C:2]#[C:1][C:3]2([O:8][Si:9]([CH3:10])([CH3:12])[CH3:11])[CH2:7][CH2:6][CH2:5][CH2:4]2)=[CH:23][CH:24]=1. The yield is 0.320.